This data is from Full USPTO retrosynthesis dataset with 1.9M reactions from patents (1976-2016). The task is: Predict the reactants needed to synthesize the given product. (1) The reactants are: Br[C:2]1[N:6](S(C2C=CC=CC=2)(=O)=O)[CH:5]=[C:4]([CH:16]=[O:17])[C:3]=1[CH3:18].[C:19]1(B(O)O)[CH:24]=[CH:23][CH:22]=[CH:21][CH:20]=1.C(=O)([O-])[O-].[Na+].[Na+].[OH-].[Na+]. Given the product [CH3:18][C:3]1[C:4]([CH:16]=[O:17])=[CH:5][NH:6][C:2]=1[C:19]1[CH:24]=[CH:23][CH:22]=[CH:21][CH:20]=1, predict the reactants needed to synthesize it. (2) Given the product [CH3:31][C:26]1[CH:25]=[C:24]([CH:29]=[CH:28][C:27]=1[CH3:30])[CH2:23][N:21]1[CH2:22][CH:18]([CH2:17][CH2:16][O:15][C:12]2[CH:11]=[CH:10][C:9]([O:8][C:5]([CH3:7])([CH3:6])[C:4]([OH:33])=[O:3])=[CH:14][CH:13]=2)[NH:19][C:20]1=[O:32], predict the reactants needed to synthesize it. The reactants are: C([O:3][C:4](=[O:33])[C:5]([O:8][C:9]1[CH:14]=[CH:13][C:12]([O:15][CH2:16][CH2:17][CH:18]2[CH2:22][N:21]([CH2:23][C:24]3[CH:29]=[CH:28][C:27]([CH3:30])=[C:26]([CH3:31])[CH:25]=3)[C:20](=[O:32])[NH:19]2)=[CH:11][CH:10]=1)([CH3:7])[CH3:6])C.[OH-].[Na+].